This data is from Reaction yield outcomes from USPTO patents with 853,638 reactions. The task is: Predict the reaction yield, written as a fraction of the theoretical maximum amount of product (1.0 means a 100% yield; for example, 0.34 means a 34% yield). (1) The reactants are BrC1C=CC2N(C3CCCCO3)C3C(C=2C=1)=CC(Br)=CC=3.NC1C=CC=CC=1.[OH-].[K+].[C:31]1([NH:37][C:38]2[CH:39]=[CH:40][C:41]3[N:42](C4CCCCO4)[C:43]4[C:48]([C:49]=3[CH:50]=2)=[CH:47][C:46]([NH:51][C:52]2[CH:57]=[CH:56][CH:55]=[CH:54][CH:53]=2)=[CH:45][CH:44]=4)[CH:36]=[CH:35][CH:34]=[CH:33][CH:32]=1.Cl. The catalyst is [Br-].C([N+](C)(C)C)CCCCCCCCCCCCCCC.C(OCC)(=O)C.C1COCC1.C1(C)C=CC=CC=1. The product is [C:52]1([NH:51][C:46]2[CH:45]=[CH:44][C:43]3[NH:42][C:41]4[C:49]([C:48]=3[CH:47]=2)=[CH:50][C:38]([NH:37][C:31]2[CH:32]=[CH:33][CH:34]=[CH:35][CH:36]=2)=[CH:39][CH:40]=4)[CH:57]=[CH:56][CH:55]=[CH:54][CH:53]=1. The yield is 0.420. (2) The reactants are C1(C)C=CC(S(O)(=O)=O)=CC=1.[Cl:12][C:13]1[C:14]([CH2:63][C:64]2[CH:69]=[CH:68][C:67]([CH2:70][CH3:71])=[CH:66][CH:65]=2)=[CH:15][C:16]([C@@:20]2([CH2:59][C:60]([CH3:62])=[CH2:61])[C@H:25]([O:26][CH2:27][C:28]3[CH:33]=[CH:32][CH:31]=[CH:30][CH:29]=3)[C@@H:24]([O:34][CH2:35][C:36]3[CH:41]=[CH:40][CH:39]=[CH:38][CH:37]=3)[C@H:23]([O:42][CH2:43][C:44]3[CH:49]=[CH:48][CH:47]=[CH:46][CH:45]=3)[C@@H:22]([CH2:50][O:51][CH2:52][C:53]3[CH:58]=[CH:57][CH:56]=[CH:55][CH:54]=3)[O:21]2)=[C:17]([OH:19])[CH:18]=1. No catalyst specified. The product is [Cl:12][C:13]1[C:14]([CH2:63][C:64]2[CH:69]=[CH:68][C:67]([CH2:70][CH3:71])=[CH:66][CH:65]=2)=[CH:15][C:16]([C@@:20]2([CH:59]=[C:60]([CH3:62])[CH3:61])[C@H:25]([O:26][CH2:27][C:28]3[CH:29]=[CH:30][CH:31]=[CH:32][CH:33]=3)[C@@H:24]([O:34][CH2:35][C:36]3[CH:41]=[CH:40][CH:39]=[CH:38][CH:37]=3)[C@H:23]([O:42][CH2:43][C:44]3[CH:49]=[CH:48][CH:47]=[CH:46][CH:45]=3)[C@@H:22]([CH2:50][O:51][CH2:52][C:53]3[CH:54]=[CH:55][CH:56]=[CH:57][CH:58]=3)[O:21]2)=[C:17]([OH:19])[CH:18]=1. The yield is 0.750. (3) The reactants are [NH2:1][C:2]1[CH:7]=[CH:6][C:5]([NH:8][C:9](=[O:11])[CH3:10])=[CH:4][CH:3]=1.[C:12]([N:19]1[CH2:24][CH2:23][C:22](=O)[CH2:21][CH2:20]1)([O:14][C:15]([CH3:18])([CH3:17])[CH3:16])=[O:13]. No catalyst specified. The product is [C:15]([O:14][C:12]([N:19]1[CH2:24][CH2:23][CH:22]([NH:1][C:2]2[CH:3]=[CH:4][C:5]([NH:8][C:9](=[O:11])[CH3:10])=[CH:6][CH:7]=2)[CH2:21][CH2:20]1)=[O:13])([CH3:18])([CH3:16])[CH3:17]. The yield is 0.620. (4) The reactants are [I:1][C:2]1[CH:7]=[CH:6][N:5]=[C:4]([O:8][CH3:9])[C:3]=1[C:10]1[NH:11][C:12]([C:16]([OH:18])=O)=[C:13]([CH3:15])[N:14]=1.C(N(CC)CC)C.[NH:26]1[CH2:31][CH2:30][O:29][CH2:28][CH2:27]1.C1CN([P+](ON2N=NC3C=CC=CC2=3)(N2CCCC2)N2CCCC2)CC1.F[P-](F)(F)(F)(F)F. No catalyst specified. The product is [I:1][C:2]1[CH:7]=[CH:6][N:5]=[C:4]([O:8][CH3:9])[C:3]=1[C:10]1[NH:11][C:12]([C:16]([N:26]2[CH2:31][CH2:30][O:29][CH2:28][CH2:27]2)=[O:18])=[C:13]([CH3:15])[N:14]=1. The yield is 0.520. (5) The reactants are C[O:2][C:3]([C:5]1[N:6]([CH3:26])[N:7]=[C:8]([O:10][CH2:11][C:12]2[C:13]([C:19]3[CH:24]=[CH:23][C:22]([Cl:25])=[CH:21][CH:20]=3)=[N:14][O:15][C:16]=2[CH2:17][OH:18])[CH:9]=1)=O.[CH:27]1([NH2:30])[CH2:29][CH2:28]1. No catalyst specified. The product is [CH:27]1([NH:30][C:3]([C:5]2[N:6]([CH3:26])[N:7]=[C:8]([O:10][CH2:11][C:12]3[C:13]([C:19]4[CH:24]=[CH:23][C:22]([Cl:25])=[CH:21][CH:20]=4)=[N:14][O:15][C:16]=3[CH2:17][OH:18])[CH:9]=2)=[O:2])[CH2:29][CH2:28]1. The yield is 0.300. (6) The reactants are [C:1]([NH:5][C:6]1[CH:11]=[CH:10][C:9]([N+:12]([O-:14])=[O:13])=[CH:8][C:7]=1[C:15]#[C:16][Si](C)(C)C)([CH3:4])([CH3:3])[CH3:2].CCOC(C)=O. The catalyst is CN(C=O)C.[Cu]I. The product is [C:1]([N:5]1[C:6]2[C:7](=[CH:8][C:9]([N+:12]([O-:14])=[O:13])=[CH:10][CH:11]=2)[CH:15]=[CH:16]1)([CH3:4])([CH3:3])[CH3:2]. The yield is 0.930. (7) The reactants are [NH2:1][C:2]1[C:7]([N+:8]([O-])=O)=[C:6]([O:11][C:12]2[C:21]3[C:16](=[CH:17][CH:18]=[CH:19][CH:20]=3)[C:15]([NH:22][C:23](=[O:29])[O:24][C:25]([CH3:28])([CH3:27])[CH3:26])=[CH:14][CH:13]=2)[CH:5]=[CH:4][N:3]=1. The catalyst is CO.C1COCC1. The product is [NH2:1][C:2]1[C:7]([NH2:8])=[C:6]([O:11][C:12]2[C:21]3[C:16](=[CH:17][CH:18]=[CH:19][CH:20]=3)[C:15]([NH:22][C:23](=[O:29])[O:24][C:25]([CH3:27])([CH3:26])[CH3:28])=[CH:14][CH:13]=2)[CH:5]=[CH:4][N:3]=1. The yield is 1.00. (8) The reactants are [CH3:1][N:2]([CH3:20])[C:3](=[O:19])[CH2:4][C@@H:5]([NH:8][C:9](=[O:18])[O:10][CH2:11][C:12]1[CH:17]=[CH:16][CH:15]=[CH:14][CH:13]=1)[CH2:6]O.C(P(CCCC)CCCC)CCC.[C:34]1([S:40][S:40][C:34]2[CH:39]=[CH:38][CH:37]=[CH:36][CH:35]=2)[CH:39]=[CH:38][CH:37]=[CH:36][CH:35]=1. The catalyst is C1(C)C=CC=CC=1. The product is [CH3:1][N:2]([CH3:20])[C:3](=[O:19])[CH2:4][C@@H:5]([NH:8][C:9](=[O:18])[O:10][CH2:11][C:12]1[CH:17]=[CH:16][CH:15]=[CH:14][CH:13]=1)[CH2:6][S:40][C:34]1[CH:39]=[CH:38][CH:37]=[CH:36][CH:35]=1. The yield is 0.950.